From a dataset of Forward reaction prediction with 1.9M reactions from USPTO patents (1976-2016). Predict the product of the given reaction. The product is: [CH2:1]([N:8]1[CH2:13][CH2:12][CH:11]([N:14]2[C:15]3[CH:20]=[CH:19][C:18]([F:21])=[CH:17][C:16]=3[N:22]=[C:28]2[C:29]([F:35])([F:34])[C:30]([F:33])([F:32])[F:31])[CH2:10][CH2:9]1)[C:2]1[CH:7]=[CH:6][CH:5]=[CH:4][CH:3]=1. Given the reactants [CH2:1]([N:8]1[CH2:13][CH2:12][CH:11]([NH:14][C:15]2[CH:20]=[CH:19][C:18]([F:21])=[CH:17][C:16]=2[NH2:22])[CH2:10][CH2:9]1)[C:2]1[CH:7]=[CH:6][CH:5]=[CH:4][CH:3]=1.[F:34][C:29]([F:35])([C:30]([F:33])([F:32])[F:31])[C:28](O[C:28](=O)[C:29]([F:35])([F:34])[C:30]([F:33])([F:32])[F:31])=O.N, predict the reaction product.